Dataset: Reaction yield outcomes from USPTO patents with 853,638 reactions. Task: Predict the reaction yield, written as a fraction of the theoretical maximum amount of product (1.0 means a 100% yield; for example, 0.34 means a 34% yield). (1) The reactants are [C:1]1([C:7]2[CH:8]=[C:9]([C:19]3[CH:24]=[CH:23][C:22]([C:25]4(O)[C:38]5[CH:37]=[CH:36][CH:35]=[CH:34][C:33]=5[C:32]([C:40]5[CH:45]=[CH:44][C:43]([C:46]6[CH:51]=[C:50]([C:52]7[CH:57]=[CH:56][CH:55]=[CH:54][CH:53]=7)[CH:49]=[C:48]([C:58]7[CH:63]=[CH:62][CH:61]=[CH:60][CH:59]=7)[CH:47]=6)=[CH:42][CH:41]=5)(O)[C:31]5[C:26]4=[CH:27][CH:28]=[CH:29][CH:30]=5)=[CH:21][CH:20]=3)[CH:10]=[C:11]([C:13]3[CH:18]=[CH:17][CH:16]=[CH:15][CH:14]=3)[CH:12]=2)[CH:6]=[CH:5][CH:4]=[CH:3][CH:2]=1.I.[PH2](O)=O. The catalyst is C(O)(=O)C. The product is [C:1]1([C:7]2[CH:8]=[C:9]([C:19]3[CH:24]=[CH:23][C:22]([C:25]4[C:38]5[C:33]([C:32]([C:40]6[CH:45]=[CH:44][C:43]([C:46]7[CH:47]=[C:48]([C:58]8[CH:59]=[CH:60][CH:61]=[CH:62][CH:63]=8)[CH:49]=[C:50]([C:52]8[CH:53]=[CH:54][CH:55]=[CH:56][CH:57]=8)[CH:51]=7)=[CH:42][CH:41]=6)=[C:31]6[C:26]=4[CH:27]=[CH:28][CH:29]=[CH:30]6)=[CH:34][CH:35]=[CH:36][CH:37]=5)=[CH:21][CH:20]=3)[CH:10]=[C:11]([C:13]3[CH:14]=[CH:15][CH:16]=[CH:17][CH:18]=3)[CH:12]=2)[CH:6]=[CH:5][CH:4]=[CH:3][CH:2]=1. The yield is 0.930. (2) The reactants are [N+:1]([C:4]1[CH:12]=[C:11]2[C:7]([C:8]([C:13]#[N:14])=[CH:9][NH:10]2)=[CH:6][CH:5]=1)([O-])=O. The catalyst is CCO.[Pd]. The product is [NH2:1][C:4]1[CH:12]=[C:11]2[C:7]([C:8]([C:13]#[N:14])=[CH:9][NH:10]2)=[CH:6][CH:5]=1. The yield is 0.990. (3) The reactants are [CH3:1][CH:2]([CH2:4][N:5]([S:34]([C:37]1[CH:42]=[CH:41][C:40]([NH2:43])=[CH:39][CH:38]=1)(=[O:36])=[O:35])[C@H:6]([C:31]([OH:33])=O)[CH2:7][CH2:8][CH2:9][CH2:10][NH:11][C:12]([C@@H:14]([NH:22][S:23]([C:26]1[S:30][CH:29]=[CH:28][CH:27]=1)(=[O:25])=[O:24])[CH2:15][C:16]1[CH:21]=[CH:20][CH:19]=[CH:18][CH:17]=1)=[O:13])[CH3:3].C1C([N+]([O-])=O)=CC=C(O)C=1.C1CCC(N=C=NC2CCCCC2)CC1.O.[NH2:70][NH2:71]. The catalyst is CCOC(C)=O.C(O)C. The product is [CH3:3][CH:2]([CH2:4][N:5]([S:34]([C:37]1[CH:42]=[CH:41][C:40]([NH2:43])=[CH:39][CH:38]=1)(=[O:36])=[O:35])[C@H:6]([C:31]([NH:70][NH2:71])=[O:33])[CH2:7][CH2:8][CH2:9][CH2:10][NH:11][C:12]([C@@H:14]([NH:22][S:23]([C:26]1[S:30][CH:29]=[CH:28][CH:27]=1)(=[O:25])=[O:24])[CH2:15][C:16]1[CH:17]=[CH:18][CH:19]=[CH:20][CH:21]=1)=[O:13])[CH3:1]. The yield is 0.300. (4) The reactants are CCN(C(C)C)C(C)C.[CH2:10]([O:17][N:18]1[C:24](=[O:25])[N:23]2[CH2:26][C@H:19]1[CH2:20][CH2:21][C@H:22]2[C:27]([OH:29])=O)[C:11]1[CH:16]=[CH:15][CH:14]=[CH:13][CH:12]=1.[NH:30]([C:32]([N:34]1[CH2:39][CH2:38][N:37]([C:40]([O:42][C:43]([CH3:46])([CH3:45])[CH3:44])=[O:41])[CH2:36][CH2:35]1)=[O:33])[NH2:31].CN(C(ON1N=NC2C=CC=NC1=2)=[N+](C)C)C.F[P-](F)(F)(F)(F)F. The catalyst is CN(C=O)C.O. The product is [CH2:10]([O:17][N:18]1[C:24](=[O:25])[N:23]2[CH2:26][C@H:19]1[CH2:20][CH2:21][C@H:22]2[C:27]([NH:31][NH:30][C:32]([N:34]1[CH2:35][CH2:36][N:37]([C:40]([O:42][C:43]([CH3:46])([CH3:45])[CH3:44])=[O:41])[CH2:38][CH2:39]1)=[O:33])=[O:29])[C:11]1[CH:12]=[CH:13][CH:14]=[CH:15][CH:16]=1. The yield is 0.540. (5) The reactants are Cl[CH2:2][CH2:3][CH2:4][N:5]1[C:10]2[CH:11]=[CH:12][C:13]([CH3:15])=[CH:14][C:9]=2[O:8][CH2:7][C:6]1=[O:16].C([O-])([O-])=O.[K+].[K+].[Na+].[I-].[CH2:25]([CH:29]1[CH2:34][CH2:33][NH:32][CH2:31][CH2:30]1)[CH2:26][CH2:27][CH3:28]. The catalyst is CCCCCCC.CCOC(C)=O. The product is [CH2:25]([CH:29]1[CH2:34][CH2:33][N:32]([CH2:2][CH2:3][CH2:4][N:5]2[C:10]3[CH:11]=[CH:12][C:13]([CH3:15])=[CH:14][C:9]=3[O:8][CH2:7][C:6]2=[O:16])[CH2:31][CH2:30]1)[CH2:26][CH2:27][CH3:28]. The yield is 0.790. (6) The reactants are [CH3:1][C:2]1[C:10]2[C:5](=[CH:6][CH:7]=[C:8]([C:11]3[N:16]=[N:15][C:14]([O:17][C@@H:18]4[CH:23]5[CH2:24][CH2:25][N:20]([CH2:21][CH2:22]5)[CH2:19]4)=[CH:13][CH:12]=3)[CH:9]=2)[NH:4][N:3]=1.[C:26]([OH:33])(=[O:32])/[CH:27]=[CH:28]/[C:29]([OH:31])=[O:30]. The catalyst is CCOC(C)=O.CO. The product is [C:26]([OH:33])(=[O:32])/[CH:27]=[CH:28]/[C:29]([OH:31])=[O:30].[CH3:1][C:2]1[C:10]2[C:5](=[CH:6][CH:7]=[C:8]([C:11]3[N:16]=[N:15][C:14]([O:17][C@@H:18]4[CH:23]5[CH2:22][CH2:21][N:20]([CH2:25][CH2:24]5)[CH2:19]4)=[CH:13][CH:12]=3)[CH:9]=2)[NH:4][N:3]=1. The yield is 0.650. (7) The reactants are COC[O:4][C:5]1[C:6]([C:16](=[O:18])[CH3:17])=[N:7][C:8]([CH2:11][C:12]([CH3:15])([CH3:14])[CH3:13])=[CH:9][CH:10]=1.CC(O)C.C1COCC1. The catalyst is Cl. The product is [OH:4][C:5]1[C:6]([C:16](=[O:18])[CH3:17])=[N:7][C:8]([CH2:11][C:12]([CH3:13])([CH3:14])[CH3:15])=[CH:9][CH:10]=1. The yield is 0.640.